Task: Binary Classification. Given a miRNA mature sequence and a target amino acid sequence, predict their likelihood of interaction.. Dataset: Experimentally validated miRNA-target interactions with 360,000+ pairs, plus equal number of negative samples (1) The miRNA is mmu-miR-466d-3p with sequence UAUACAUACACGCACACAUAG. The protein sequence of the target gene is MAVSWIVFDLWLLTVFLGQIGGHSLFSCEPITLRMCQDLPYNTTFMPNLLNHYDQQTAALAMEPFHPMVNLDCSRDFRPFLCALYAPICMEYGRVTLPCRRLCQRAYSECSKLMEMFGVPWPEDMECSRFPDCDEPYPRLVDLNLVGDPTEGAPVAVQRDYGFWCPRELKIDPDLGYSFLHVRDCSPPCPNMYFRREELSFARYFIGLISIICLSATLFTFLTFLIDVTRFRYPERPIIFYAVCYMMVSLIFFIGFLLEDRVACNASSPAQYKASTVTQGSHNKACTMLFMVLYFFTMAG.... Result: 1 (interaction). (2) The miRNA is hsa-miR-1260b with sequence AUCCCACCACUGCCACCAU. The protein sequence of the target gene is MAVFLEAKDAHSVLKRFPRANEFLEELRQGTIERECMEEICSYEEVKEVFENKEKTMEFWKGYPNAVYSVRDPSQSSDAMYVVVPLLGVALLIVIALFIIWRCQLQKATRHHPSYAQNRYLASRAGHTLPRVMVYRGTVHSQGEPSGHREAANSPQVVLGPSRGGRTTVRLESTLYLPELSLSRLSSTTPPPSYEEVTAPQESSSEEASVSYSDPPPKYEEIVAANPGADK. Result: 0 (no interaction). (3) The miRNA is hsa-miR-190a-3p with sequence CUAUAUAUCAAACAUAUUCCU. The protein sequence of the target gene is MENWSKDITHSYLEQETTGINKSTQPDEQLTMNSEKSMHRKSTELVNEITCENTEWPGQRSTNFQIISSYPDDESVYCTTEKYNVMEHRHNDMHYECMTPCQVTSDSDKEKTIAFLLKELDILRTSNKKLQQKLAKEDKEQRKLKFKLELQEKETEAKIAEKTAALVEEVYFAQKERDEAVMSRLQLAIEERDEAIARAKHMEMSLKVLENINPEENDMTLQELLNRINNADTGIAIQKNGAIIVDRIYKTKECKMRITAEEMSALIEERDAALSKCKRLEQELHHVKEQNQTSANNMRH.... Result: 1 (interaction). (4) The miRNA is hsa-miR-4295 with sequence CAGUGCAAUGUUUUCCUU. The protein sequence of the target gene is MALWGLPGSAVLAASVFVGGAVSSPLVAADNTGSHTLHSRAETTPSSPTNNPGNGHPEYIAYVLVPVFFVMGLLGVLICHLLKKKGYRCTTEAEQEVEEEKVEKIELNDSINENSDTVGQIVQYIMKNEANADILKAMVADNSVGDIESPVTPSTPGSPPVSPGPLSPGATPGKHVCGHHLHTVGGVVERDVCQRCRHKRWHFIKPTNKTKEGRPRRQGEVTVLSVGRFRVTKVEHKSNQKERRSLMSVSGIESVNGDVPATPVKRERSDTE. Result: 0 (no interaction).